This data is from Reaction yield outcomes from USPTO patents with 853,638 reactions. The task is: Predict the reaction yield, written as a fraction of the theoretical maximum amount of product (1.0 means a 100% yield; for example, 0.34 means a 34% yield). (1) The reactants are [CH3:1][N:2]([S:13]([C:16]1[CH:21]=[CH:20][C:19]([O:22][CH2:23][C:24]2[CH:33]=[CH:32][C:31]3[C:26](=[CH:27][CH:28]=[CH:29][CH:30]=3)[CH:25]=2)=[CH:18][CH:17]=1)(=[O:15])=[O:14])[CH:3]1[CH:8]2[CH2:9][CH:5]([CH2:6][CH2:7]2)[CH:4]1[C:10](O)=[O:11].Cl.CN(C)CCCN=C=NCC.[OH:46][N:47]1C2C=CC=CC=2N=N1.NO. The catalyst is CN(C=O)C.C(OCC)(=O)C. The product is [OH:46][NH:47][C:10]([C@@H:4]1[C@H:3]([N:2]([CH3:1])[S:13]([C:16]2[CH:21]=[CH:20][C:19]([O:22][CH2:23][C:24]3[CH:33]=[CH:32][C:31]4[C:26](=[CH:27][CH:28]=[CH:29][CH:30]=4)[CH:25]=3)=[CH:18][CH:17]=2)(=[O:15])=[O:14])[C@@H:8]2[CH2:9][C@H:5]1[CH2:6][CH2:7]2)=[O:11]. The yield is 0.500. (2) The reactants are Cl.[CH3:2][O:3][C:4](=[O:8])[C@H:5]([CH3:7])[NH2:6].[C:9](O)(=[O:31])[CH2:10][CH2:11]/[CH:12]=[CH:13]\[CH2:14]/[CH:15]=[CH:16]\[CH2:17]/[CH:18]=[CH:19]\[CH2:20]/[CH:21]=[CH:22]\[CH2:23]/[CH:24]=[CH:25]\[CH2:26]/[CH:27]=[CH:28]\[CH2:29][CH3:30].CCN=C=NCCCN(C)C.CCN(C(C)C)C(C)C. The catalyst is CC#N.CCOC(C)=O. The product is [C:9]([NH:6][C@@H:5]([CH3:7])[C:4]([O:3][CH3:2])=[O:8])(=[O:31])[CH2:10][CH2:11]/[CH:12]=[CH:13]\[CH2:14]/[CH:15]=[CH:16]\[CH2:17]/[CH:18]=[CH:19]\[CH2:20]/[CH:21]=[CH:22]\[CH2:23]/[CH:24]=[CH:25]\[CH2:26]/[CH:27]=[CH:28]\[CH2:29][CH3:30]. The yield is 0.790. (3) The reactants are Br[C:2]1[CH:7]=[CH:6][C:5]([CH:8]([OH:13])[C:9]([F:12])([F:11])[F:10])=[CH:4][CH:3]=1.[C:14]1([CH3:23])[CH:19]=[CH:18][CH:17]=[C:16](B(O)O)[CH:15]=1.C([O-])([O-])=O.[K+].[K+].CCO. The catalyst is [Pd].O. The product is [F:10][C:9]([F:12])([F:11])[CH:8]([C:5]1[CH:6]=[CH:7][CH:2]=[CH:3][C:4]=1[C:16]1[CH:17]=[CH:18][CH:19]=[C:14]([CH3:23])[CH:15]=1)[OH:13]. The yield is 0.720. (4) The reactants are Br[C:2]1[S:3][C:4]([C:7]([O:9][CH2:10][CH3:11])=[O:8])=[CH:5][N:6]=1.C([O-])([O-])=O.[K+].[K+].[CH3:18][N:19]1[C:23](B2OC(C)(C)C(C)(C)O2)=[CH:22][CH:21]=[N:20]1. The catalyst is O1CCOCC1.O.CC(C)([P](C(C)(C)C)([Pd][P](C(C)(C)C)(C(C)(C)C)C(C)(C)C)C(C)(C)C)C. The product is [CH3:18][N:19]1[C:23]([C:2]2[S:3][C:4]([C:7]([O:9][CH2:10][CH3:11])=[O:8])=[CH:5][N:6]=2)=[CH:22][CH:21]=[N:20]1. The yield is 0.610. (5) The reactants are [NH2:1][C:2]1[CH:27]=[CH:26][C:5]([O:6][C:7]2[CH:12]=[CH:11][N:10]=[C:9]3[CH:13]=[C:14]([C:16]4[CH:25]=[CH:24][C:19]([C:20]([NH:22][CH3:23])=[O:21])=[CH:18][CH:17]=4)[S:15][C:8]=23)=[C:4]([F:28])[CH:3]=1.[CH:29]1([CH2:32][N:33]2[CH:38]=[CH:37][N:36]=[C:35]([C:39](O)=[O:40])[C:34]2=[O:42])[CH2:31][CH2:30]1. No catalyst specified. The product is [CH:29]1([CH2:32][N:33]2[CH:38]=[CH:37][N:36]=[C:35]([C:39]([NH:1][C:2]3[CH:27]=[CH:26][C:5]([O:6][C:7]4[CH:12]=[CH:11][N:10]=[C:9]5[CH:13]=[C:14]([C:16]6[CH:25]=[CH:24][C:19]([C:20](=[O:21])[NH:22][CH3:23])=[CH:18][CH:17]=6)[S:15][C:8]=45)=[C:4]([F:28])[CH:3]=3)=[O:40])[C:34]2=[O:42])[CH2:30][CH2:31]1. The yield is 0.220. (6) The reactants are Br[C:2]1[C:10]2[C:5](=[CH:6][CH:7]=[C:8]([C:11]#[N:12])[CH:9]=2)[N:4]([CH:13]2[CH2:18][CH2:17][CH2:16][CH2:15][O:14]2)[N:3]=1.[NH2:19][C:20]1[CH:21]=[C:22](B(O)O)[CH:23]=[CH:24][CH:25]=1.ClCCl.P([O-])([O-])([O-])=O.[K+].[K+].[K+]. The catalyst is COCCOC.C1(P(C2C=CC=CC=2)[C-]2C=CC=C2)C=CC=CC=1.[C-]1(P(C2C=CC=CC=2)C2C=CC=CC=2)C=CC=C1.[Fe+2]. The product is [NH2:19][C:20]1[CH:25]=[C:24]([C:2]2[C:10]3[C:5](=[CH:6][CH:7]=[C:8]([C:11]#[N:12])[CH:9]=3)[N:4]([CH:13]3[CH2:18][CH2:17][CH2:16][CH2:15][O:14]3)[N:3]=2)[CH:23]=[CH:22][CH:21]=1. The yield is 0.870.